Dataset: Peptide-MHC class I binding affinity with 185,985 pairs from IEDB/IMGT. Task: Regression. Given a peptide amino acid sequence and an MHC pseudo amino acid sequence, predict their binding affinity value. This is MHC class I binding data. (1) The peptide sequence is KLMALELFK. The MHC is HLA-B15:01 with pseudo-sequence HLA-B15:01. The binding affinity (normalized) is 0.0847. (2) The peptide sequence is FIKDYRYTY. The MHC is HLA-B15:01 with pseudo-sequence HLA-B15:01. The binding affinity (normalized) is 0.379.